Dataset: Peptide-MHC class II binding affinity with 134,281 pairs from IEDB. Task: Regression. Given a peptide amino acid sequence and an MHC pseudo amino acid sequence, predict their binding affinity value. This is MHC class II binding data. (1) The peptide sequence is QVQLVESGGGVVQPG. The MHC is DRB3_0101 with pseudo-sequence DRB3_0101. The binding affinity (normalized) is 0. (2) The peptide sequence is HMAKEDLVANQPNLK. The MHC is DRB1_1001 with pseudo-sequence DRB1_1001. The binding affinity (normalized) is 0.563. (3) The peptide sequence is HSLLRTQRLHKFLVC. The MHC is HLA-DQA10501-DQB10301 with pseudo-sequence HLA-DQA10501-DQB10301. The binding affinity (normalized) is 0. (4) The peptide sequence is PAVKYIEPDMIVNAT. The MHC is HLA-DQA10102-DQB10602 with pseudo-sequence HLA-DQA10102-DQB10602. The binding affinity (normalized) is 0.417. (5) The peptide sequence is MVTMLSPMLHHWIKV. The MHC is DRB1_0801 with pseudo-sequence DRB1_0801. The binding affinity (normalized) is 0.539. (6) The peptide sequence is SQTEVKEEGKEELQE. The MHC is HLA-DQA10501-DQB10402 with pseudo-sequence HLA-DQA10501-DQB10402. The binding affinity (normalized) is 0.252. (7) The MHC is DRB1_0101 with pseudo-sequence DRB1_0101. The binding affinity (normalized) is 0.180. The peptide sequence is KFDSRLAFHHMAREKH.